Dataset: Catalyst prediction with 721,799 reactions and 888 catalyst types from USPTO. Task: Predict which catalyst facilitates the given reaction. Reactant: C(OC(=O)[NH:7][C:8]1[CH:13]=[C:12]([CH3:14])[C:11]([Cl:15])=[CH:10][C:9]=1[NH:16][C:17](=[O:34])[CH2:18][C:19]([C:21]1[CH:26]=[CH:25][CH:24]=[C:23]([C:27]2[CH:32]=[CH:31][N:30]=[C:29]([CH3:33])[CH:28]=2)[CH:22]=1)=O)(C)(C)C.C(O)(C(F)(F)F)=O. Product: [Cl:15][C:11]1[C:12]([CH3:14])=[CH:13][C:8]2[N:7]=[C:19]([C:21]3[CH:26]=[CH:25][CH:24]=[C:23]([C:27]4[CH:32]=[CH:31][N:30]=[C:29]([CH3:33])[CH:28]=4)[CH:22]=3)[CH2:18][C:17](=[O:34])[NH:16][C:9]=2[CH:10]=1. The catalyst class is: 2.